From a dataset of Peptide-MHC class I binding affinity with 185,985 pairs from IEDB/IMGT. Regression. Given a peptide amino acid sequence and an MHC pseudo amino acid sequence, predict their binding affinity value. This is MHC class I binding data. (1) The MHC is HLA-A02:06 with pseudo-sequence HLA-A02:06. The peptide sequence is RQLTSNVDV. The binding affinity (normalized) is 0.525. (2) The peptide sequence is RLSCAASGFTF. The MHC is HLA-A29:02 with pseudo-sequence HLA-A29:02. The binding affinity (normalized) is 0.136. (3) The peptide sequence is GIKGLDERFV. The MHC is HLA-A02:01 with pseudo-sequence HLA-A02:01. The binding affinity (normalized) is 0.225. (4) The peptide sequence is TDYWQVTW. The MHC is Mamu-B52 with pseudo-sequence Mamu-B52. The binding affinity (normalized) is 0.553. (5) The peptide sequence is RRHRILDIYLE. The MHC is Mamu-B08 with pseudo-sequence Mamu-B08. The binding affinity (normalized) is 0.396. (6) The MHC is HLA-A02:01 with pseudo-sequence HLA-A02:01. The binding affinity (normalized) is 0.480. The peptide sequence is ALLMLAISLV. (7) The peptide sequence is PEYDLELI. The MHC is H-2-Kk with pseudo-sequence H-2-Kk. The binding affinity (normalized) is 0.227.